Dataset: Forward reaction prediction with 1.9M reactions from USPTO patents (1976-2016). Task: Predict the product of the given reaction. (1) Given the reactants CC(OI1(OC(C)=O)(OC(C)=O)OC(=O)C2C=CC=CC1=2)=O.[O:23]1[C:32]2[C:27](=[CH:28][CH:29]=[CH:30][CH:31]=2)[CH:26]([CH2:33][CH:34]([C:36]([F:39])([F:38])[F:37])[OH:35])[CH2:25][CH2:24]1.C(=O)(O)[O-].[Na+].S([O-])([O-])(=O)=S.[Na+].[Na+], predict the reaction product. The product is: [O:23]1[C:32]2[C:27](=[CH:28][CH:29]=[CH:30][CH:31]=2)[CH:26]([CH2:33][C:34](=[O:35])[C:36]([F:38])([F:39])[F:37])[CH2:25][CH2:24]1. (2) Given the reactants [Br:1][C:2]1[CH:7]=[CH:6][C:5]([C:8]2[C:9]3[CH:16]=[CH:15][C:14]([O:17]C)=[CH:13][C:10]=3[S:11][CH:12]=2)=[CH:4][CH:3]=1.Br, predict the reaction product. The product is: [Br:1][C:2]1[CH:7]=[CH:6][C:5]([C:8]2[C:9]3[CH:16]=[CH:15][C:14]([OH:17])=[CH:13][C:10]=3[S:11][CH:12]=2)=[CH:4][CH:3]=1.